Dataset: Reaction yield outcomes from USPTO patents with 853,638 reactions. Task: Predict the reaction yield, written as a fraction of the theoretical maximum amount of product (1.0 means a 100% yield; for example, 0.34 means a 34% yield). (1) The reactants are [CH2:1]([O:3][C:4]([C:6]1[CH:7]=[C:8]2[C:13](=[CH:14][CH:15]=1)[NH:12][CH:11]([C:16]1[CH:21]=[CH:20][CH:19]=[C:18]([NH2:22])[CH:17]=1)[C:10]([CH3:24])([CH3:23])[CH2:9]2)=[O:5])[CH3:2].N1C=CC=CC=1.Cl.[CH3:32][N:33]1[CH2:38][CH2:37][N:36]([C:39](Cl)=[O:40])[CH2:35][CH2:34]1. The product is [CH2:1]([O:3][C:4]([C:6]1[CH:7]=[C:8]2[C:13](=[CH:14][CH:15]=1)[NH:12][CH:11]([C:16]1[CH:21]=[CH:20][CH:19]=[C:18]([NH:22][C:39]([N:36]3[CH2:37][CH2:38][N:33]([CH3:32])[CH2:34][CH2:35]3)=[O:40])[CH:17]=1)[C:10]([CH3:23])([CH3:24])[CH2:9]2)=[O:5])[CH3:2]. The catalyst is ClCCl. The yield is 1.00. (2) The reactants are [Cl:1][C:2]([Cl:24])([Cl:23])[C:3]([N:5]1[CH2:10][CH2:9][N:8]([C:11]2[CH:20]=[CH:19][C:18]3[C:13](=[CH:14][CH:15]=[CH:16][CH:17]=3)[C:12]=2[O:21][CH3:22])[CH2:7][CH2:6]1)=[O:4].[Cl:25][S:26](O)(=[O:28])=[O:27].P(Cl)(Cl)(Cl)(Cl)Cl. The catalyst is ClCCl. The product is [CH3:22][O:21][C:12]1[C:13]2[C:18](=[CH:17][CH:16]=[CH:15][CH:14]=2)[C:19]([S:26]([Cl:25])(=[O:28])=[O:27])=[CH:20][C:11]=1[N:8]1[CH2:7][CH2:6][N:5]([C:3](=[O:4])[C:2]([Cl:1])([Cl:23])[Cl:24])[CH2:10][CH2:9]1. The yield is 0.607. (3) The reactants are I[C:2]1[CH:7]=[CH:6][C:5]([O:8][CH3:9])=[CH:4][C:3]=1[OH:10].[Si:11]([C:18]#[C:19][CH2:20][O:21][Si:22]([C:25]([CH3:28])([CH3:27])[CH3:26])([CH3:24])[CH3:23])([C:14]([CH3:17])([CH3:16])[CH3:15])([CH3:13])[CH3:12].[Cl-].[Li+].C(=O)([O-])[O-].[Na+].[Na+]. The catalyst is CN(C)C=O.C([O-])(=O)C.[Pd+2].C([O-])(=O)C. The product is [Si:11]([CH:18]1[C:19](=[CH:20][O:21][Si:22]([C:25]([CH3:28])([CH3:27])[CH3:26])([CH3:23])[CH3:24])[C:2]2[CH:7]=[CH:6][C:5]([O:8][CH3:9])=[CH:4][C:3]=2[O:10]1)([C:14]([CH3:17])([CH3:16])[CH3:15])([CH3:13])[CH3:12]. The yield is 0.870. (4) The reactants are [CH:1]([C:3]1[CH:8]=[CH:7][C:6]([CH:9]([CH3:14])[C:10]([O:12][CH3:13])=[O:11])=[CH:5][C:4]=1[N+:15]([O-:17])=[O:16])=O.[O:18]=[C:19]1[CH2:23][CH2:22][S:21][CH2:20]1. No catalyst specified. The product is [N+:15]([C:4]1[CH:5]=[C:6]([CH:9]([CH3:14])[C:10]([O:12][CH3:13])=[O:11])[CH:7]=[CH:8][C:3]=1[CH:1]=[C:20]1[C:19](=[O:18])[CH2:23][CH2:22][S:21]1)([O-:17])=[O:16]. The yield is 0.370.